This data is from Retrosynthesis with 50K atom-mapped reactions and 10 reaction types from USPTO. The task is: Predict the reactants needed to synthesize the given product. (1) Given the product CCOc1c(C)c(N2CCN(c3ccc(OC)c(C)c3)CC2)c(C)c2c1OC(C)C2, predict the reactants needed to synthesize it. The reactants are: CCOc1c(C)c(N2CCNCC2)c(C)c2c1OC(C)C2.COc1ccc(Br)cc1C. (2) The reactants are: CC(C)(Cc1c[nH]c2c(O)cccc12)NC(=O)OC(C)(C)C.COC(=O)c1ccc(Cl)nc1. Given the product COC(=O)c1ccc(Oc2cccc3c(CC(C)(C)NC(=O)OC(C)(C)C)c[nH]c23)nc1, predict the reactants needed to synthesize it. (3) Given the product O=S1(=O)c2ccccc2Sc2ccc(-c3nnn[nH]3)cc21, predict the reactants needed to synthesize it. The reactants are: N#Cc1ccc2c(c1)S(=O)(=O)c1ccccc1S2.[N-]=[N+]=[N-]. (4) Given the product CC(C)(C)OC(=O)N1CCC(Sc2ccccn2)CC1, predict the reactants needed to synthesize it. The reactants are: CC(C)(C)OC(=O)N1CCC(Br)CC1.Sc1ccccn1. (5) Given the product COc1ccc2c(c1)CC(CO)N2, predict the reactants needed to synthesize it. The reactants are: COC(=O)C1Cc2cc(OC)ccc2N1. (6) Given the product CCOC(=O)c1c(C)cc(C)n(-c2ccc(F)cc2)c1=O, predict the reactants needed to synthesize it. The reactants are: CCOC(=O)c1c(C)cc(C)[nH]c1=O.OB(O)c1ccc(F)cc1. (7) Given the product CCNC(=O)C(CC)N(CC1CC1)c1ccc(C#N)c(Cl)c1, predict the reactants needed to synthesize it. The reactants are: CCC(C(=O)O)N(CC1CC1)c1ccc(C#N)c(Cl)c1.CCN. (8) Given the product CCOP(=O)(C=C1NCCN(C)c2cc(-c3ccccc3)ccc21)OCC, predict the reactants needed to synthesize it. The reactants are: CCOP(=O)(C=C1NCCN(C)c2cc(Cl)ccc21)OCC.OB(O)c1ccccc1.